Dataset: M1 muscarinic receptor antagonist screen with 61,756 compounds. Task: Binary Classification. Given a drug SMILES string, predict its activity (active/inactive) in a high-throughput screening assay against a specified biological target. (1) The compound is S(CCn1c(=O)c2c(nc1SCC(=O)NC)cccc2)CC(=O)NC. The result is 0 (inactive). (2) The molecule is Clc1cc2nc(c(c(N)c2cc1)C(=O)C)C. The result is 0 (inactive). (3) The compound is S(=O)(=O)(Nc1cc2nc(n(c2cc1)C)CCNC(=O)c1occc1)c1ccccc1. The result is 0 (inactive). (4) The drug is Brc1sc(S(=O)(=O)Nc2c(C(=O)N3CCOCC3)cccc2)cc1. The result is 0 (inactive).